Dataset: Reaction yield outcomes from USPTO patents with 853,638 reactions. Task: Predict the reaction yield, written as a fraction of the theoretical maximum amount of product (1.0 means a 100% yield; for example, 0.34 means a 34% yield). (1) The product is [CH2:1]([C:3]1[CH:4]=[C:5]([O:6][C:7]2[CH:12]=[N:11][C:10]([S:13]([CH3:16])(=[O:15])=[O:14])=[CH:9][CH:8]=2)[CH:17]=[CH:18][C:19]=1[NH2:20])[CH3:2]. The catalyst is [C].[Pd].CCCCCC. The reactants are [CH:1]([C:3]1[CH:4]=[C:5]([CH:17]=[CH:18][C:19]=1[N+:20]([O-])=O)[O:6][C:7]1[CH:8]=[CH:9][C:10]([S:13]([CH3:16])(=[O:15])=[O:14])=[N:11][CH:12]=1)=[CH2:2].O1CCCC1.CO.C(OCC)(=O)C. The yield is 0.890. (2) The reactants are [ClH:1].[CH2:2]([N:9]1[CH2:13][CH2:12][CH2:11][C@H:10]1[C:14]([N:16]1[CH2:21][CH2:20][CH:19]([CH2:22][C:23]2[CH:28]=[CH:27][C:26]([F:29])=[CH:25][CH:24]=2)[CH2:18][CH2:17]1)=O)[C:3]1[CH:8]=[CH:7][CH:6]=[CH:5][CH:4]=1.C1(N)C(F)=C(F)C(F)=C(N)C=1F.Cl.Cl. No catalyst specified. The product is [ClH:1].[ClH:1].[CH2:2]([N:9]1[CH2:13][CH2:12][CH2:11][C@H:10]1[CH2:14][N:16]1[CH2:21][CH2:20][CH:19]([CH2:22][C:23]2[CH:24]=[CH:25][C:26]([F:29])=[CH:27][CH:28]=2)[CH2:18][CH2:17]1)[C:3]1[CH:8]=[CH:7][CH:6]=[CH:5][CH:4]=1. The yield is 0.890. (3) The reactants are [Cl:1][C:2]1[C:7]([C:8]([OH:10])=[O:9])=[CH:6][N:5]=[CH:4][CH:3]=1.[C:11](Cl)(=O)C(Cl)=O.CN(C=O)C.CO. The catalyst is C(Cl)Cl. The product is [Cl:1][C:2]1[C:7]([C:8]([O:10][CH3:11])=[O:9])=[CH:6][N:5]=[CH:4][CH:3]=1. The yield is 0.500. (4) The reactants are S(=O)(=O)(O)O.[NH2:6][C:7]1[N:15]=[C:14]([Cl:16])[CH:13]=[CH:12][C:8]=1[C:9]([OH:11])=[O:10].[C:17](=O)([O-])O.[Na+]. The catalyst is CO. The product is [CH3:17][O:10][C:9](=[O:11])[C:8]1[CH:12]=[CH:13][C:14]([Cl:16])=[N:15][C:7]=1[NH2:6]. The yield is 0.680.